From a dataset of Peptide-MHC class I binding affinity with 185,985 pairs from IEDB/IMGT. Regression. Given a peptide amino acid sequence and an MHC pseudo amino acid sequence, predict their binding affinity value. This is MHC class I binding data. (1) The peptide sequence is ITCVVIPSK. The MHC is HLA-B40:01 with pseudo-sequence HLA-B40:01. The binding affinity (normalized) is 0.0847. (2) The peptide sequence is IHKPRPPAT. The MHC is HLA-A03:01 with pseudo-sequence HLA-A03:01. The binding affinity (normalized) is 0.0847. (3) The MHC is Mamu-B52 with pseudo-sequence Mamu-B52. The peptide sequence is SYFHEAVQAVW. The binding affinity (normalized) is 0.470. (4) The peptide sequence is SREKPYKEVTE. The MHC is HLA-B27:05 with pseudo-sequence HLA-B27:05. The binding affinity (normalized) is 0.0283. (5) The peptide sequence is MMLKLLTDF. The MHC is HLA-B15:01 with pseudo-sequence HLA-B15:01. The binding affinity (normalized) is 0.774. (6) The peptide sequence is LLDAHIPQL. The MHC is HLA-A11:01 with pseudo-sequence HLA-A11:01. The binding affinity (normalized) is 0. (7) The peptide sequence is ITASILLWY. The MHC is HLA-B58:01 with pseudo-sequence HLA-B58:01. The binding affinity (normalized) is 0.905. (8) The peptide sequence is KLPDLCTEL. The MHC is HLA-A02:01 with pseudo-sequence HLA-A02:01. The binding affinity (normalized) is 0.408. (9) The peptide sequence is VVFTLPVL. The MHC is H-2-Kb with pseudo-sequence H-2-Kb. The binding affinity (normalized) is 0.751. (10) The peptide sequence is AEIESATLF. The MHC is HLA-B46:01 with pseudo-sequence HLA-B46:01. The binding affinity (normalized) is 0.0847.